Predict the product of the given reaction. From a dataset of Forward reaction prediction with 1.9M reactions from USPTO patents (1976-2016). (1) Given the reactants CS(O[C@@H:6]([CH2:22][CH2:23][CH2:24][CH2:25][NH:26][C:27]([O:29][CH2:30][C:31]1[CH:36]=[CH:35][CH:34]=[CH:33][CH:32]=1)=[O:28])[C:7]([N:9]([CH2:16][C:17]1[S:18][CH:19]=[CH:20][CH:21]=1)[CH2:10][C:11]1[S:12][CH:13]=[CH:14][CH:15]=1)=[O:8])(=O)=O.[C-:37]#[N:38].[Na+], predict the reaction product. The product is: [CH2:30]([O:29][C:27](=[O:28])[NH:26][CH2:25][CH2:24][CH2:23][CH2:22][C@@H:6]([C:37]#[N:38])[C:7]([N:9]([CH2:16][C:17]1[S:18][CH:19]=[CH:20][CH:21]=1)[CH2:10][C:11]1[S:12][CH:13]=[CH:14][CH:15]=1)=[O:8])[C:31]1[CH:36]=[CH:35][CH:34]=[CH:33][CH:32]=1. (2) The product is: [Br:1][C:2]1[C:3]([CH2:12][N:13]2[CH2:14][CH2:15][O:16][CH2:17][CH2:18]2)=[CH:4][C:5]([O:11][CH2:30][C:29]2[CH:32]=[CH:33][C:26]([F:25])=[CH:27][CH:28]=2)=[C:6]([CH:10]=1)[C:7]([O:9][CH2:30][C:29]1[CH:32]=[CH:33][C:26]([F:25])=[CH:27][CH:28]=1)=[O:8]. Given the reactants [Br:1][C:2]1[C:3]([CH2:12][N:13]2[CH2:18][CH2:17][O:16][CH2:15][CH2:14]2)=[CH:4][C:5]([OH:11])=[C:6]([CH:10]=1)[C:7]([OH:9])=[O:8].C(=O)([O-])[O-].[K+].[K+].[F:25][C:26]1[CH:33]=[CH:32][C:29]([CH2:30]Br)=[CH:28][CH:27]=1, predict the reaction product. (3) Given the reactants [C:1]1([S:7]([C:9]2[CH:14]=[CH:13][CH:12]=[CH:11][CH:10]=2)=O)[CH:6]=[CH:5][CH:4]=[CH:3][CH:2]=1.[Cl:15][C:16]1[CH:29]=[CH:28][C:27]2[S:26][C:25]3[C:20](=[CH:21][CH:22]=[CH:23][CH:24]=3)[C:19](=[O:30])[C:18]=2[CH:17]=1.FC(F)(F)S(OS(C(F)(F)F)(=O)=O)(=O)=O.[F:46][P-:47]([F:52])([F:51])([F:50])([F:49])[F:48].[K+], predict the reaction product. The product is: [F:46][P-:47]([F:52])([F:51])([F:50])([F:49])[F:48].[C:9]1([S+:7]([C:1]2[CH:2]=[CH:3][CH:4]=[CH:5][CH:6]=2)[C:22]2[CH:23]=[CH:24][C:25]3[S:26][C:27]4[C:18](=[CH:17][C:16]([Cl:15])=[CH:29][CH:28]=4)[C:19](=[O:30])[C:20]=3[CH:21]=2)[CH:10]=[CH:11][CH:12]=[CH:13][CH:14]=1. (4) Given the reactants [CH3:1][O:2][C:3]1[N:8]=[C:7]([NH2:9])[C:6]([C:10]2[CH:15]=[CH:14][CH:13]=[CH:12][CH:11]=2)=[CH:5][CH:4]=1.C(OC([N:21]=[C:22]=S)=O)C.Cl.[NH2:25]O, predict the reaction product. The product is: [CH3:1][O:2][C:3]1[N:8]2[N:25]=[C:22]([NH2:21])[N:9]=[C:7]2[C:6]([C:10]2[CH:11]=[CH:12][CH:13]=[CH:14][CH:15]=2)=[CH:5][CH:4]=1.